Dataset: Full USPTO retrosynthesis dataset with 1.9M reactions from patents (1976-2016). Task: Predict the reactants needed to synthesize the given product. (1) Given the product [Br:20][C:5]1[C:6]([NH:9][C@@H:10]2[C@@H:15]3[CH2:16][C@@H:12]([CH:13]=[CH:14]3)[C@@H:11]2[C:17]([NH2:19])=[O:18])=[C:7]2[N:8]=[C:33]([C:30]3[CH:31]=[N:32][C:27]([N:21]4[CH2:26][CH2:25][O:24][CH2:23][CH2:22]4)=[CH:28][CH:29]=3)[NH:1][C:2]2=[N:3][CH:4]=1, predict the reactants needed to synthesize it. The reactants are: [NH2:1][C:2]1[C:7]([NH2:8])=[C:6]([NH:9][C@@H:10]2[C@@H:15]3[CH2:16][C@@H:12]([CH:13]=[CH:14]3)[C@@H:11]2[C:17]([NH2:19])=[O:18])[C:5]([Br:20])=[CH:4][N:3]=1.[N:21]1([C:27]2[N:32]=[CH:31][C:30]([CH:33]=O)=[CH:29][CH:28]=2)[CH2:26][CH2:25][O:24][CH2:23][CH2:22]1. (2) The reactants are: [CH3:1][O:2][C:3]1[CH:4]=[C:5]([CH2:21][C:22]([CH3:30])([CH3:29])[CH2:23][C:24]([O:26][CH2:27][CH3:28])=[O:25])[CH:6]=[CH:7][C:8]=1[O:9][CH2:10][CH2:11][CH2:12][NH:13][C:14]1[CH:19]=[CH:18][CH:17]=[CH:16][N+:15]=1[O-].C1CCCCC=1. Given the product [CH3:1][O:2][C:3]1[CH:4]=[C:5]([CH2:21][C:22]([CH3:29])([CH3:30])[CH2:23][C:24]([O:26][CH2:27][CH3:28])=[O:25])[CH:6]=[CH:7][C:8]=1[O:9][CH2:10][CH2:11][CH2:12][NH:13][C:14]1[CH:19]=[CH:18][CH:17]=[CH:16][N:15]=1, predict the reactants needed to synthesize it. (3) Given the product [CH3:22][N:2]1[CH2:3][C@H:4]2[CH2:7][C@:1]1([C:8]1[NH:12][C:11]3[CH:13]=[CH:14][CH:15]=[C:16]([C:17]([NH2:19])=[O:18])[C:10]=3[N:9]=1)[CH2:6][CH2:5]2, predict the reactants needed to synthesize it. The reactants are: [C@@:1]12([C:8]3[NH:12][C:11]4[CH:13]=[CH:14][CH:15]=[C:16]([C:17]([NH2:19])=[O:18])[C:10]=4[N:9]=3)[CH2:7][C@@H:4]([CH2:5][CH2:6]1)[CH2:3][NH:2]2.C=O.[C:22]([BH3-])#N.[Na+]. (4) Given the product [NH2:28][C:19]1[CH:20]=[C:21]([C:22]([NH:24][CH:25]([CH3:27])[CH3:26])=[O:23])[C:16]([NH:15][C:13]([C:12]2[N:8]([C:3]3[C:2]([Cl:1])=[CH:7][CH:6]=[CH:5][N:4]=3)[N:9]=[C:10]([C:32]([F:35])([F:34])[F:33])[CH:11]=2)=[O:14])=[C:17]([CH3:31])[CH:18]=1, predict the reactants needed to synthesize it. The reactants are: [Cl:1][C:2]1[C:3]([N:8]2[C:12]([C:13]([NH:15][C:16]3[C:21]([C:22]([NH:24][CH:25]([CH3:27])[CH3:26])=[O:23])=[CH:20][C:19]([N+:28]([O-])=O)=[CH:18][C:17]=3[CH3:31])=[O:14])=[CH:11][C:10]([C:32]([F:35])([F:34])[F:33])=[N:9]2)=[N:4][CH:5]=[CH:6][CH:7]=1.FC(F)(F)C(O)=O. (5) Given the product [C:13]1([C:19]2[C:23]3[C:22](=[N:24][C:5]([OH:7])=[CH:4][C:3]=3[C:2]([F:1])([F:11])[F:12])[NH:21][N:20]=2)[CH:14]=[CH:15][CH:16]=[CH:17][CH:18]=1, predict the reactants needed to synthesize it. The reactants are: [F:1][C:2]([F:12])([F:11])[C:3](=O)[CH2:4][C:5]([O:7]CC)=O.[C:13]1([C:19]2[CH:23]=[C:22]([NH2:24])[NH:21][N:20]=2)[CH:18]=[CH:17][CH:16]=[CH:15][CH:14]=1. (6) Given the product [NH2:3][C:4]1[CH:9]=[CH:8][C:7]([C:10](=[O:12])/[CH:11]=[CH:19]/[C:14]2[CH:15]=[CH:16][CH:17]=[CH:18][N:13]=2)=[CH:6][CH:5]=1, predict the reactants needed to synthesize it. The reactants are: [OH-].[Na+].[NH2:3][C:4]1[CH:9]=[CH:8][C:7]([C:10](=[O:12])[CH3:11])=[CH:6][CH:5]=1.[N:13]1[CH:18]=[CH:17][CH:16]=[CH:15][C:14]=1[CH:19]=O.Cl.